Dataset: NCI-60 drug combinations with 297,098 pairs across 59 cell lines. Task: Regression. Given two drug SMILES strings and cell line genomic features, predict the synergy score measuring deviation from expected non-interaction effect. (1) Drug 1: CC1=C(C=C(C=C1)NC2=NC=CC(=N2)N(C)C3=CC4=NN(C(=C4C=C3)C)C)S(=O)(=O)N.Cl. Drug 2: CCN(CC)CCNC(=O)C1=C(NC(=C1C)C=C2C3=C(C=CC(=C3)F)NC2=O)C. Cell line: HS 578T. Synergy scores: CSS=-2.73, Synergy_ZIP=2.54, Synergy_Bliss=4.00, Synergy_Loewe=-1.15, Synergy_HSA=-0.648. (2) Drug 1: CC1=C(C(=O)C2=C(C1=O)N3CC4C(C3(C2COC(=O)N)OC)N4)N. Drug 2: C(CN)CNCCSP(=O)(O)O. Cell line: SK-OV-3. Synergy scores: CSS=23.4, Synergy_ZIP=-4.99, Synergy_Bliss=4.23, Synergy_Loewe=-20.1, Synergy_HSA=3.09. (3) Drug 1: C1CN(P(=O)(OC1)NCCCl)CCCl. Drug 2: CC12CCC3C(C1CCC2OP(=O)(O)O)CCC4=C3C=CC(=C4)OC(=O)N(CCCl)CCCl.[Na+]. Cell line: CCRF-CEM. Synergy scores: CSS=4.38, Synergy_ZIP=-0.372, Synergy_Bliss=-0.917, Synergy_Loewe=-1.70, Synergy_HSA=-0.137.